This data is from Catalyst prediction with 721,799 reactions and 888 catalyst types from USPTO. The task is: Predict which catalyst facilitates the given reaction. (1) The catalyst class is: 42. Reactant: [CH3:1][CH2:2][O:3][C:4]([C:6]1[N:7](C(OC(C)(C)C)=O)[C:8]2[C:13]([CH:14]=1)=[C:12]([OH:15])[CH:11]=[CH:10][CH:9]=2)=[O:5].[Cl:23][C:24]1[CH:29]=[CH:28][CH:27]=[C:26](Cl)[N:25]=1.C(=O)([O-])[O-].[K+].[K+]. Product: [CH2:2]([O:3][C:4]([C:6]1[NH:7][C:8]2[C:13]([CH:14]=1)=[C:12]([O:15][C:26]1[CH:27]=[CH:28][CH:29]=[C:24]([Cl:23])[N:25]=1)[CH:11]=[CH:10][CH:9]=2)=[O:5])[CH3:1]. (2) Reactant: [CH3:1][O:2][C:3]1[CH:28]=[C:27]([CH2:29][O:30][C:31]2[C:35](/[CH:36]=[CH:37]/[C:38]3[N:39]=[C:40]([N:44]4[CH2:49][CH2:48][CH2:47][CH2:46][CH2:45]4)[S:41][C:42]=3[CH3:43])=[CH:34][N:33]([C:50]3[CH:55]=[CH:54][CH:53]=[CH:52][CH:51]=3)[N:32]=2)[CH:26]=[CH:25][C:4]=1[O:5][CH2:6][C:7]1[N:8]=[C:9]([C:13]2[CH:18]=[CH:17][C:16]([CH2:19][C:20]([O:22]CC)=[O:21])=[CH:15][CH:14]=2)[O:10][C:11]=1[CH3:12].O1CCCC1.[OH-].[Na+].Cl. Product: [CH3:1][O:2][C:3]1[CH:28]=[C:27]([CH2:29][O:30][C:31]2[C:35](/[CH:36]=[CH:37]/[C:38]3[N:39]=[C:40]([N:44]4[CH2:45][CH2:46][CH2:47][CH2:48][CH2:49]4)[S:41][C:42]=3[CH3:43])=[CH:34][N:33]([C:50]3[CH:51]=[CH:52][CH:53]=[CH:54][CH:55]=3)[N:32]=2)[CH:26]=[CH:25][C:4]=1[O:5][CH2:6][C:7]1[N:8]=[C:9]([C:13]2[CH:18]=[CH:17][C:16]([CH2:19][C:20]([OH:22])=[O:21])=[CH:15][CH:14]=2)[O:10][C:11]=1[CH3:12]. The catalyst class is: 97. (3) Reactant: [Si]([O:8][C@@H:9]1[C@@H:14]([CH3:15])[CH2:13][N:12]([C:16]2[CH:21]=[CH:20][N:19]=[CH:18][C:17]=2[NH:22][C:23]([C:25]2[CH:34]=[CH:33][C:32]3[C:27](=[CH:28][C:29]([N:35]4[CH2:39][CH2:38][CH:37]([C:40]([F:43])([F:42])[F:41])[CH2:36]4)=[CH:30][CH:31]=3)[N:26]=2)=[O:24])[CH2:11][C@H:10]1[NH:44]C(=O)OC(C)(C)C)(C(C)(C)C)(C)C.O1CCOCC1. Product: [NH2:44][C@H:10]1[C@H:9]([OH:8])[C@@H:14]([CH3:15])[CH2:13][N:12]([C:16]2[CH:21]=[CH:20][N:19]=[CH:18][C:17]=2[NH:22][C:23]([C:25]2[CH:34]=[CH:33][C:32]3[C:27](=[CH:28][C:29]([N:35]4[CH2:39][CH2:38][CH:37]([C:40]([F:43])([F:42])[F:41])[CH2:36]4)=[CH:30][CH:31]=3)[N:26]=2)=[O:24])[CH2:11]1. The catalyst class is: 33. (4) Reactant: Cl[C:2]1[N:9]=[C:8]([Cl:10])[CH:7]=[CH:6][C:3]=1[C:4]#[N:5].[F:11][C:12]1[CH:17]=C[C:15](CN)=[CH:14][CH:13]=1.C([N:22]([CH2:25][CH3:26])CC)C. Product: [Cl:10][C:8]1[CH:7]=[CH:6][C:3]([C:4]#[N:5])=[C:2]([NH:22][CH2:25][C:26]2[CH:15]=[CH:14][CH:13]=[C:12]([F:11])[CH:17]=2)[N:9]=1. The catalyst class is: 179.